Dataset: Reaction yield outcomes from USPTO patents with 853,638 reactions. Task: Predict the reaction yield, written as a fraction of the theoretical maximum amount of product (1.0 means a 100% yield; for example, 0.34 means a 34% yield). (1) The reactants are [CH3:1][O:2][C:3]1[C:8]([C:9]([NH2:11])=[O:10])=[C:7]([CH3:12])[N:6]=[C:5]([O:13][CH3:14])[CH:4]=1.[Li]CCCC.[CH2:20]([O:27][C:28]1[C:35]([CH3:36])=[CH:34][C:31]([C:32]#[N:33])=[CH:30][C:29]=1[CH3:37])[C:21]1[CH:26]=[CH:25][CH:24]=[CH:23][CH:22]=1. The catalyst is C1COCC1. The product is [CH2:20]([O:27][C:28]1[C:35]([CH3:36])=[CH:34][C:31]([C:32]2[CH:12]=[C:7]3[C:8]([C:3]([O:2][CH3:1])=[CH:4][C:5]([O:13][CH3:14])=[N:6]3)=[C:9]([NH2:11])[N:33]=2)=[CH:30][C:29]=1[CH3:37])[C:21]1[CH:26]=[CH:25][CH:24]=[CH:23][CH:22]=1.[CH2:20]([O:27][C:28]1[C:29]([CH3:37])=[CH:30][C:31]([C:32]2[NH:11][C:9](=[O:10])[C:8]3[C:3]([O:2][CH3:1])=[CH:4][C:5]([O:13][CH3:14])=[N:6][C:7]=3[CH:12]=2)=[CH:34][C:35]=1[CH3:36])[C:21]1[CH:22]=[CH:23][CH:24]=[CH:25][CH:26]=1. The yield is 0.190. (2) The reactants are [C:1]([C:4]1[CH:5]=[C:6]([CH:17]=[CH:18][CH:19]=1)[O:7][C:8]1[CH:13]=[CH:12][C:11]([N+:14]([O-])=O)=[CH:10][CH:9]=1)([OH:3])=[O:2]. The catalyst is CO.[Pd]. The product is [C:1]([C:4]1[CH:5]=[C:6]([CH:17]=[CH:18][CH:19]=1)[O:7][C:8]1[CH:13]=[CH:12][C:11]([NH2:14])=[CH:10][CH:9]=1)([OH:3])=[O:2]. The yield is 0.480.